From a dataset of Peptide-MHC class II binding affinity with 134,281 pairs from IEDB. Regression. Given a peptide amino acid sequence and an MHC pseudo amino acid sequence, predict their binding affinity value. This is MHC class II binding data. (1) The peptide sequence is TSLFQHMLDLRAGKS. The binding affinity (normalized) is 0.313. The MHC is DRB1_0701 with pseudo-sequence DRB1_0701. (2) The peptide sequence is LVVLSELPDFLAKKG. The MHC is HLA-DQA10201-DQB10301 with pseudo-sequence HLA-DQA10201-DQB10301. The binding affinity (normalized) is 0.451. (3) The peptide sequence is VDVVLEHGGCVTTMA. The MHC is DRB1_0101 with pseudo-sequence DRB1_0101. The binding affinity (normalized) is 0.747. (4) The peptide sequence is QGFIFFFLFNILTGK. The MHC is HLA-DQA10501-DQB10402 with pseudo-sequence HLA-DQA10501-DQB10402. The binding affinity (normalized) is 0. (5) The peptide sequence is SLGEAWTGGGSDKAL. The MHC is DRB1_1501 with pseudo-sequence DRB1_1501. The binding affinity (normalized) is 0.193. (6) The peptide sequence is ILVTVNPIASTNDDE. The MHC is DRB1_1101 with pseudo-sequence DRB1_1101. The binding affinity (normalized) is 0.402.